Dataset: Orexin1 receptor HTS with 218,158 compounds and 233 confirmed actives. Task: Binary Classification. Given a drug SMILES string, predict its activity (active/inactive) in a high-throughput screening assay against a specified biological target. (1) The compound is O(C(=O)C(NC(=O)CCCc1c2c([nH]c1)cccc2)Cc1c2c([nH]c1)cccc2)C. The result is 1 (active). (2) The molecule is Clc1c(C(=O)NCc2n3nc(c4c(c3nn2)cccc4)c2ccccc2)cccc1. The result is 0 (inactive). (3) The compound is O(C(=O)C1CCN(CC1)C(=O)COC(=O)CCc1[nH]c2c(c(=O)n1)cccc2)C. The result is 0 (inactive). (4) The molecule is s1c2c(CCC2)c(c1NC(=O)CN1CCC(CC1)C)C#N. The result is 0 (inactive). (5) The molecule is S(c1nc(nc2c1cccc2)C1CCCCC1)CC(=O)N1CCCC1. The result is 0 (inactive). (6) The molecule is S(=O)(=O)(N1CCN(CC1)C(=O)C1N(Cc2c(C1)cccc2)C(=O)c1occc1)c1ccc(cc1)C. The result is 0 (inactive).